From a dataset of Full USPTO retrosynthesis dataset with 1.9M reactions from patents (1976-2016). Predict the reactants needed to synthesize the given product. (1) Given the product [Br:14][C:12]1[C:5]2[NH:6][CH:7]([CH2:10][OH:11])[CH2:8][O:9][C:4]=2[CH:3]=[C:2]([F:1])[CH:13]=1, predict the reactants needed to synthesize it. The reactants are: [F:1][C:2]1[CH:13]=[CH:12][C:5]2[NH:6][CH:7]([CH2:10][OH:11])[CH2:8][O:9][C:4]=2[CH:3]=1.[Br:14]N1C(=O)CCC1=O. (2) Given the product [CH2:28]([O:30][N:31]=[C:25]([C:23]1[CH:22]=[CH:21][C:20]2[N:16]([C:12]3[CH:13]=[CH:14][CH:15]=[C:10]([CH2:9][O:8][CH2:7][C:6]4[N:2]([CH3:1])[N:3]=[CH:4][N:5]=4)[CH:11]=3)[CH:17]=[N:18][C:19]=2[CH:24]=1)[CH3:26])[CH3:29], predict the reactants needed to synthesize it. The reactants are: [CH3:1][N:2]1[C:6]([CH2:7][O:8][CH2:9][C:10]2[CH:11]=[C:12]([N:16]3[C:20]4[CH:21]=[CH:22][C:23]([C:25](=O)[CH3:26])=[CH:24][C:19]=4[N:18]=[CH:17]3)[CH:13]=[CH:14][CH:15]=2)=[N:5][CH:4]=[N:3]1.[CH2:28]([O:30][NH2:31])[CH3:29]. (3) Given the product [Cl:27][C:24]1[CH:25]=[CH:26][C:21]([NH:20][C:19]([CH:17]2[N:16]([C:37]3[C:42]([Cl:43])=[CH:41][CH:40]=[CH:39][N:38]=3)[N:15]=[C:14]([Br:48])[CH2:18]2)=[O:36])=[C:22]([C:28](=[O:35])[NH:29][CH:30]([CH:32]2[CH2:34][CH2:33]2)[CH3:31])[CH:23]=1, predict the reactants needed to synthesize it. The reactants are: [N+](C1C=C(S(O[C:14]2[CH2:18][CH:17]([C:19](=[O:36])[NH:20][C:21]3[CH:26]=[CH:25][C:24]([Cl:27])=[CH:23][C:22]=3[C:28](=[O:35])[NH:29][CH:30]([CH:32]3[CH2:34][CH2:33]3)[CH3:31])[N:16]([C:37]3[C:42]([Cl:43])=[CH:41][CH:40]=[CH:39][N:38]=3)[N:15]=2)(=O)=O)C=CC=1)([O-])=O.C(O)(=O)C.[BrH:48].C(OCC)(=O)C.[OH-].[Na+].